The task is: Regression. Given a peptide amino acid sequence and an MHC pseudo amino acid sequence, predict their binding affinity value. This is MHC class I binding data.. This data is from Peptide-MHC class I binding affinity with 185,985 pairs from IEDB/IMGT. The peptide sequence is WPVMQWLTA. The MHC is HLA-B15:17 with pseudo-sequence HLA-B15:17. The binding affinity (normalized) is 0.0847.